This data is from Forward reaction prediction with 1.9M reactions from USPTO patents (1976-2016). The task is: Predict the product of the given reaction. (1) The product is: [C:28]([O:32][C:33]([N:35]1[CH2:43][CH2:42][C:38]2([CH2:13][N:12]([CH2:11][C:9]3[S:10][C:5]4[C:4]([N:21]5[CH2:26][CH2:25][O:24][CH2:23][CH2:22]5)=[N:3][C:2]([Cl:1])=[N:7][C:6]=4[CH:8]=3)[CH2:39]2)[CH2:37][CH2:36]1)=[O:34])([CH3:30])([CH3:29])[CH3:31]. Given the reactants [Cl:1][C:2]1[N:3]=[C:4]([N:21]2[CH2:26][CH2:25][O:24][CH2:23][CH2:22]2)[C:5]2[S:10][C:9]([CH2:11][N:12]3CCN4CCC[C@H]4[CH2:13]3)=[CH:8][C:6]=2[N:7]=1.Cl.[C:28]([O:32][C:33]([N:35]1[CH2:43][CH2:42][C:38]2(CN[CH2:39]2)[CH2:37][CH2:36]1)=[O:34])([CH3:31])([CH3:30])[CH3:29], predict the reaction product. (2) Given the reactants Cl[C:2]1[N:7]=[C:6]([C:8]#[N:9])[C:5]([N+:10]([O-:12])=[O:11])=[CH:4][CH:3]=1.[F:13][C:14]1[CH:15]=[C:16]([CH:18]=[C:19]([F:21])[CH:20]=1)[NH2:17].C(OCC)(=O)C, predict the reaction product. The product is: [F:13][C:14]1[CH:15]=[C:16]([NH:17][C:2]2[N:7]=[C:6]([C:8]#[N:9])[C:5]([N+:10]([O-:12])=[O:11])=[CH:4][CH:3]=2)[CH:18]=[C:19]([F:21])[CH:20]=1.